From a dataset of NCI-60 drug combinations with 297,098 pairs across 59 cell lines. Regression. Given two drug SMILES strings and cell line genomic features, predict the synergy score measuring deviation from expected non-interaction effect. (1) Drug 1: C1=CC(=C2C(=C1NCCNCCO)C(=O)C3=C(C=CC(=C3C2=O)O)O)NCCNCCO. Drug 2: C1=C(C(=O)NC(=O)N1)F. Cell line: RPMI-8226. Synergy scores: CSS=60.6, Synergy_ZIP=-18.6, Synergy_Bliss=-29.7, Synergy_Loewe=-22.5, Synergy_HSA=-21.2. (2) Drug 1: CC1C(C(=O)NC(C(=O)N2CCCC2C(=O)N(CC(=O)N(C(C(=O)O1)C(C)C)C)C)C(C)C)NC(=O)C3=C4C(=C(C=C3)C)OC5=C(C(=O)C(=C(C5=N4)C(=O)NC6C(OC(=O)C(N(C(=O)CN(C(=O)C7CCCN7C(=O)C(NC6=O)C(C)C)C)C)C(C)C)C)N)C. Drug 2: C1=CN(C(=O)N=C1N)C2C(C(C(O2)CO)O)O.Cl. Cell line: U251. Synergy scores: CSS=28.6, Synergy_ZIP=-10.7, Synergy_Bliss=-8.16, Synergy_Loewe=-4.27, Synergy_HSA=-3.45. (3) Drug 1: CCC1=CC2CC(C3=C(CN(C2)C1)C4=CC=CC=C4N3)(C5=C(C=C6C(=C5)C78CCN9C7C(C=CC9)(C(C(C8N6C)(C(=O)OC)O)OC(=O)C)CC)OC)C(=O)OC.C(C(C(=O)O)O)(C(=O)O)O. Drug 2: N.N.Cl[Pt+2]Cl. Cell line: HCT-15. Synergy scores: CSS=16.8, Synergy_ZIP=0.675, Synergy_Bliss=4.52, Synergy_Loewe=-15.5, Synergy_HSA=2.18. (4) Drug 1: C1=CC(=CC=C1CCCC(=O)O)N(CCCl)CCCl. Drug 2: C1CCC(C(C1)N)N.C(=O)(C(=O)[O-])[O-].[Pt+4]. Cell line: SF-539. Synergy scores: CSS=15.8, Synergy_ZIP=-13.3, Synergy_Bliss=-8.65, Synergy_Loewe=-7.17, Synergy_HSA=-6.47. (5) Drug 1: CC1CCC2CC(C(=CC=CC=CC(CC(C(=O)C(C(C(=CC(C(=O)CC(OC(=O)C3CCCCN3C(=O)C(=O)C1(O2)O)C(C)CC4CCC(C(C4)OC)O)C)C)O)OC)C)C)C)OC. Drug 2: COC1=C2C(=CC3=C1OC=C3)C=CC(=O)O2. Cell line: EKVX. Synergy scores: CSS=8.03, Synergy_ZIP=-5.26, Synergy_Bliss=-1.38, Synergy_Loewe=-18.0, Synergy_HSA=-0.536. (6) Drug 1: C1CCC(C1)C(CC#N)N2C=C(C=N2)C3=C4C=CNC4=NC=N3. Drug 2: C1=CC(=CC=C1CCC2=CNC3=C2C(=O)NC(=N3)N)C(=O)NC(CCC(=O)O)C(=O)O. Cell line: U251. Synergy scores: CSS=28.5, Synergy_ZIP=-1.36, Synergy_Bliss=-3.90, Synergy_Loewe=-30.2, Synergy_HSA=-3.38. (7) Drug 1: C1CCN(CC1)CCOC2=CC=C(C=C2)C(=O)C3=C(SC4=C3C=CC(=C4)O)C5=CC=C(C=C5)O. Drug 2: COC1=C(C=C2C(=C1)N=CN=C2NC3=CC(=C(C=C3)F)Cl)OCCCN4CCOCC4. Cell line: NCI-H226. Synergy scores: CSS=27.5, Synergy_ZIP=1.74, Synergy_Bliss=1.08, Synergy_Loewe=-1.90, Synergy_HSA=-1.91.